Dataset: Forward reaction prediction with 1.9M reactions from USPTO patents (1976-2016). Task: Predict the product of the given reaction. Given the reactants Cl[C:2]1[C:7]([C:8]([N:10]([C:14]2[CH:15]=[C:16]3[C:20](=[C:21]([CH:23]4[CH2:25][CH2:24]4)[CH:22]=2)[N:19]([C:26]2[N:31]=[CH:30][C:29]([CH3:32])=[CH:28][N:27]=2)[CH:18]=[CH:17]3)[CH2:11][CH2:12][OH:13])=[O:9])=[C:6]([Cl:33])[N:5]=[CH:4][N:3]=1.C(N(CC)CC)C, predict the reaction product. The product is: [Cl:33][C:6]1[C:7]2[C:8](=[O:9])[N:10]([C:14]3[CH:15]=[C:16]4[C:20](=[C:21]([CH:23]5[CH2:24][CH2:25]5)[CH:22]=3)[N:19]([C:26]3[N:27]=[CH:28][C:29]([CH3:32])=[CH:30][N:31]=3)[CH:18]=[CH:17]4)[CH2:11][CH2:12][O:13][C:2]=2[N:3]=[CH:4][N:5]=1.